Dataset: Full USPTO retrosynthesis dataset with 1.9M reactions from patents (1976-2016). Task: Predict the reactants needed to synthesize the given product. (1) Given the product [Br:1][C:2]1[CH:3]=[CH:4][C:5]([N:8]2[CH2:12][CH2:11][C@@H:10]([N:13]([CH:17]3[CH2:18][CH2:19]3)[CH:26]3[CH2:25][CH2:30]3)[CH2:9]2)=[N:6][CH:7]=1, predict the reactants needed to synthesize it. The reactants are: [Br:1][C:2]1[CH:3]=[CH:4][C:5]([N:8]2[CH2:12][CH2:11][C@@H:10]([NH2:13])[CH2:9]2)=[N:6][CH:7]=1.C(O[C:17]1(O[Si](C)(C)C)[CH2:19][CH2:18]1)C.[CH3:25][C:26](O)=O.[BH3-][C:30]#N.[Na+]. (2) The reactants are: [F:1][C:2]1[CH:3]=[C:4]2[C:8](=[CH:9][CH:10]=1)[N:7]([CH2:11][C:12]1[O:13][C:14]([C:17]([F:20])([F:19])[F:18])=[CH:15][CH:16]=1)[C:6](=[O:21])[CH:5]2[C:22]1[C:27]([OH:28])=[CH:26][CH:25]=[C:24]([O:29][CH3:30])[N:23]=1.[CH2:31]=[O:32].O.[OH-].[Li+]. Given the product [F:1][C:2]1[CH:3]=[C:4]2[C:8](=[CH:9][CH:10]=1)[N:7]([CH2:11][C:12]1[O:13][C:14]([C:17]([F:20])([F:18])[F:19])=[CH:15][CH:16]=1)[C:6](=[O:21])[C:5]2([C:22]1[C:27]([OH:28])=[CH:26][CH:25]=[C:24]([O:29][CH3:30])[N:23]=1)[CH2:31][OH:32], predict the reactants needed to synthesize it. (3) The reactants are: [Cl:1][C:2]1[CH:3]=[C:4]2[C:8](=[CH:9][CH:10]=1)[NH:7][N:6]=[C:5]2[CH2:11][Cl:12].[O:13]1[CH:18]=[CH:17][CH2:16][CH2:15][CH2:14]1.O.C1(C)C=CC(S(O)(=O)=O)=CC=1.O. Given the product [Cl:1][C:2]1[CH:3]=[C:4]2[C:8](=[CH:9][CH:10]=1)[N:7]([CH:14]1[CH2:15][CH2:16][CH2:17][CH2:18][O:13]1)[N:6]=[C:5]2[CH2:11][Cl:12], predict the reactants needed to synthesize it. (4) Given the product [Cl:19][C:20]1[C:25]([F:26])=[C:24]([Cl:27])[N:23]=[C:22]([C:2]2[C:3]([CH3:11])=[N:4][N:5]3[CH:10]=[CH:9][CH:8]=[CH:7][C:6]=23)[N:21]=1, predict the reactants needed to synthesize it. The reactants are: I[C:2]1[C:3]([CH3:11])=[N:4][N:5]2[CH:10]=[CH:9][CH:8]=[CH:7][C:6]=12.C([Mg]Cl)(C)C.[Li+].[Cl-].[Cl:19][C:20]1[C:25]([F:26])=[C:24]([Cl:27])[N:23]=[C:22](S(C)(=O)=O)[N:21]=1. (5) Given the product [CH2:33]([N:7]([CH2:8][C:9]1[CH:10]=[N:11][CH:12]=[C:13]([C:16]2[CH:17]=[C:18]3[C:22](=[CH:23][CH:24]=2)[N:21]([CH:25]2[CH2:30][CH2:29][CH2:28][CH2:27][O:26]2)[N:20]=[C:19]3[C:31]2[NH:50][CH:46]=[N:47][CH:48]=2)[C:14]=1[CH3:15])[C:6](=[O:35])[O:5][C:1]([CH3:2])([CH3:3])[CH3:4])[CH3:34], predict the reactants needed to synthesize it. The reactants are: [C:1]([O:5][C:6](=[O:35])[N:7]([CH2:33][CH3:34])[CH2:8][C:9]1[CH:10]=[N:11][CH:12]=[C:13]([C:16]2[CH:17]=[C:18]3[C:22](=[CH:23][CH:24]=2)[N:21]([CH:25]2[CH2:30][CH2:29][CH2:28][CH2:27][O:26]2)[N:20]=[C:19]3[CH:31]=O)[C:14]=1[CH3:15])([CH3:4])([CH3:3])[CH3:2].S([CH2:46][N+:47]#[C-:48])(C1C=CC(C)=CC=1)(=O)=O.[C-]#[N:50].[Na+]. (6) Given the product [CH2:11]([O:8][C:6]1[CH:7]=[C:2]([O:1][CH2:11][C:12]2[CH:17]=[CH:16][CH:15]=[CH:14][CH:13]=2)[N:3]=[C:4]([CH2:9][OH:10])[CH:5]=1)[C:12]1[CH:17]=[CH:16][CH:15]=[CH:14][CH:13]=1, predict the reactants needed to synthesize it. The reactants are: [OH:1][C:2]1[CH:7]=[C:6]([OH:8])[CH:5]=[C:4]([CH2:9][OH:10])[N:3]=1.[CH2:11](Br)[C:12]1[CH:17]=[CH:16][CH:15]=[CH:14][CH:13]=1.C(=O)([O-])[O-].[K+].[K+]. (7) Given the product [Cl:1][C:2]1[CH:7]=[C:6]([S:17][CH3:16])[C:5]([F:8])=[C:4]([O:9][CH3:10])[CH:3]=1, predict the reactants needed to synthesize it. The reactants are: [Cl:1][C:2]1[CH:7]=[CH:6][C:5]([F:8])=[C:4]([O:9][CH3:10])[CH:3]=1.C([Li])(CC)C.[CH3:16][S:17]SC. (8) Given the product [F:1][C:2]([F:13])([F:12])[O:3][C:4]1[CH:11]=[CH:10][C:7](/[CH:8]=[CH:11]/[C:4](=[O:3])/[CH:5]=[CH:6]/[C:7]2[CH:10]=[CH:17][C:15]([O:16][C:2]([F:1])([F:12])[F:13])=[CH:14][CH:8]=2)=[CH:6][CH:5]=1, predict the reactants needed to synthesize it. The reactants are: [F:1][C:2]([F:13])([F:12])[O:3][C:4]1[CH:11]=[CH:10][C:7]([CH:8]=O)=[CH:6][CH:5]=1.[CH3:14][C:15]([CH3:17])=[O:16]. (9) Given the product [Cl:54][C:55]1[CH:66]=[CH:65][C:58]2[NH:59][C:60]([C@@H:62]([NH:64][C:14](=[O:15])[C:13]3[CH:17]=[CH:18][C:10]([N:4]4[C:5]5[CH2:9][CH2:8][CH2:7][C:6]=5[C:2]([CH3:1])=[N:3]4)=[C:11]([C:19]([F:20])([F:21])[F:22])[CH:12]=3)[CH3:63])=[N:61][C:57]=2[CH:56]=1, predict the reactants needed to synthesize it. The reactants are: [CH3:1][C:2]1[C:6]2[CH2:7][CH2:8][CH2:9][C:5]=2[N:4]([C:10]2[CH:18]=[CH:17][C:13]([C:14](O)=[O:15])=[CH:12][C:11]=2[C:19]([F:22])([F:21])[F:20])[N:3]=1.CN(C(ON1N=NC2C=CC=CC1=2)=[N+](C)C)C.[B-](F)(F)(F)F.C(N(C(C)C)CC)(C)C.[Cl:54][C:55]1[CH:66]=[CH:65][C:58]2[NH:59][C:60]([C@@H:62]([NH2:64])[CH3:63])=[N:61][C:57]=2[CH:56]=1.ClCl. (10) Given the product [Br:1][C:2]1[C:3]([C:7]#[N:8])=[N:4][N:5]([C:11]([O:13][C:14]([CH3:17])([CH3:16])[CH3:15])=[O:12])[CH:6]=1, predict the reactants needed to synthesize it. The reactants are: [Br:1][C:2]1[C:3]([C:7]#[N:8])=[N:4][NH:5][CH:6]=1.[H-].[Na+].[C:11](O[C:11]([O:13][C:14]([CH3:17])([CH3:16])[CH3:15])=[O:12])([O:13][C:14]([CH3:17])([CH3:16])[CH3:15])=[O:12].